Dataset: NCI-60 drug combinations with 297,098 pairs across 59 cell lines. Task: Regression. Given two drug SMILES strings and cell line genomic features, predict the synergy score measuring deviation from expected non-interaction effect. (1) Drug 1: COC1=NC(=NC2=C1N=CN2C3C(C(C(O3)CO)O)O)N. Drug 2: CS(=O)(=O)OCCCCOS(=O)(=O)C. Cell line: OVCAR-5. Synergy scores: CSS=16.6, Synergy_ZIP=-4.48, Synergy_Bliss=-1.92, Synergy_Loewe=5.06, Synergy_HSA=1.98. (2) Drug 1: CCN(CC)CCCC(C)NC1=C2C=C(C=CC2=NC3=C1C=CC(=C3)Cl)OC. Drug 2: COCCOC1=C(C=C2C(=C1)C(=NC=N2)NC3=CC=CC(=C3)C#C)OCCOC.Cl. Cell line: HOP-92. Synergy scores: CSS=19.9, Synergy_ZIP=-8.80, Synergy_Bliss=-0.458, Synergy_Loewe=0.186, Synergy_HSA=1.60. (3) Drug 1: CC1=C2C(C(=O)C3(C(CC4C(C3C(C(C2(C)C)(CC1OC(=O)C(C(C5=CC=CC=C5)NC(=O)OC(C)(C)C)O)O)OC(=O)C6=CC=CC=C6)(CO4)OC(=O)C)OC)C)OC. Drug 2: COC1=C(C=C2C(=C1)N=CN=C2NC3=CC(=C(C=C3)F)Cl)OCCCN4CCOCC4. Cell line: IGROV1. Synergy scores: CSS=67.8, Synergy_ZIP=7.28, Synergy_Bliss=7.28, Synergy_Loewe=15.2, Synergy_HSA=16.4. (4) Drug 1: CC1=C(C=C(C=C1)NC(=O)C2=CC=C(C=C2)CN3CCN(CC3)C)NC4=NC=CC(=N4)C5=CN=CC=C5. Drug 2: CC1=C(C(=O)C2=C(C1=O)N3CC4C(C3(C2COC(=O)N)OC)N4)N. Cell line: SNB-75. Synergy scores: CSS=28.0, Synergy_ZIP=-2.81, Synergy_Bliss=1.77, Synergy_Loewe=3.19, Synergy_HSA=3.76. (5) Drug 1: C1=CN(C(=O)N=C1N)C2C(C(C(O2)CO)O)O.Cl. Drug 2: C1C(C(OC1N2C=NC3=C2NC=NCC3O)CO)O. Cell line: MDA-MB-231. Synergy scores: CSS=21.0, Synergy_ZIP=-4.66, Synergy_Bliss=-3.60, Synergy_Loewe=-7.72, Synergy_HSA=-1.38.